Dataset: NCI-60 drug combinations with 297,098 pairs across 59 cell lines. Task: Regression. Given two drug SMILES strings and cell line genomic features, predict the synergy score measuring deviation from expected non-interaction effect. Drug 1: CCC1=CC2CC(C3=C(CN(C2)C1)C4=CC=CC=C4N3)(C5=C(C=C6C(=C5)C78CCN9C7C(C=CC9)(C(C(C8N6C)(C(=O)OC)O)OC(=O)C)CC)OC)C(=O)OC.C(C(C(=O)O)O)(C(=O)O)O. Drug 2: CC(C1=C(C=CC(=C1Cl)F)Cl)OC2=C(N=CC(=C2)C3=CN(N=C3)C4CCNCC4)N. Cell line: SF-295. Synergy scores: CSS=58.8, Synergy_ZIP=0.708, Synergy_Bliss=2.81, Synergy_Loewe=-4.06, Synergy_HSA=5.73.